From a dataset of NCI-60 drug combinations with 297,098 pairs across 59 cell lines. Regression. Given two drug SMILES strings and cell line genomic features, predict the synergy score measuring deviation from expected non-interaction effect. (1) Drug 1: C1=CC(=CC=C1CCC2=CNC3=C2C(=O)NC(=N3)N)C(=O)NC(CCC(=O)O)C(=O)O. Drug 2: C1CC(=O)NC(=O)C1N2C(=O)C3=CC=CC=C3C2=O. Cell line: HT29. Synergy scores: CSS=18.4, Synergy_ZIP=0.842, Synergy_Bliss=-3.06, Synergy_Loewe=-24.5, Synergy_HSA=-2.74. (2) Drug 1: CC1=C(C=C(C=C1)NC(=O)C2=CC=C(C=C2)CN3CCN(CC3)C)NC4=NC=CC(=N4)C5=CN=CC=C5. Drug 2: CNC(=O)C1=NC=CC(=C1)OC2=CC=C(C=C2)NC(=O)NC3=CC(=C(C=C3)Cl)C(F)(F)F. Cell line: CCRF-CEM. Synergy scores: CSS=-17.5, Synergy_ZIP=13.9, Synergy_Bliss=11.3, Synergy_Loewe=-11.3, Synergy_HSA=-7.67. (3) Cell line: HS 578T. Drug 1: CC1=C(C=C(C=C1)C(=O)NC2=CC(=CC(=C2)C(F)(F)F)N3C=C(N=C3)C)NC4=NC=CC(=N4)C5=CN=CC=C5. Drug 2: C1=NC(=NC(=O)N1C2C(C(C(O2)CO)O)O)N. Synergy scores: CSS=15.9, Synergy_ZIP=-0.256, Synergy_Bliss=4.23, Synergy_Loewe=1.62, Synergy_HSA=1.74. (4) Drug 1: C1CCN(CC1)CCOC2=CC=C(C=C2)C(=O)C3=C(SC4=C3C=CC(=C4)O)C5=CC=C(C=C5)O. Drug 2: C1CCC(C(C1)N)N.C(=O)(C(=O)[O-])[O-].[Pt+4]. Cell line: IGROV1. Synergy scores: CSS=13.0, Synergy_ZIP=-1.73, Synergy_Bliss=5.94, Synergy_Loewe=0.926, Synergy_HSA=4.72. (5) Drug 1: CC1C(C(=O)NC(C(=O)N2CCCC2C(=O)N(CC(=O)N(C(C(=O)O1)C(C)C)C)C)C(C)C)NC(=O)C3=C4C(=C(C=C3)C)OC5=C(C(=O)C(=C(C5=N4)C(=O)NC6C(OC(=O)C(N(C(=O)CN(C(=O)C7CCCN7C(=O)C(NC6=O)C(C)C)C)C)C(C)C)C)N)C. Drug 2: CCC1(CC2CC(C3=C(CCN(C2)C1)C4=CC=CC=C4N3)(C5=C(C=C6C(=C5)C78CCN9C7C(C=CC9)(C(C(C8N6C)(C(=O)OC)O)OC(=O)C)CC)OC)C(=O)OC)O.OS(=O)(=O)O. Cell line: SF-295. Synergy scores: CSS=21.4, Synergy_ZIP=-6.73, Synergy_Bliss=-1.86, Synergy_Loewe=-8.12, Synergy_HSA=-6.84. (6) Cell line: HCT116. Drug 1: CC(C)(C#N)C1=CC(=CC(=C1)CN2C=NC=N2)C(C)(C)C#N. Drug 2: C(CC(=O)O)C(=O)CN.Cl. Synergy scores: CSS=1.97, Synergy_ZIP=2.92, Synergy_Bliss=2.60, Synergy_Loewe=2.90, Synergy_HSA=-1.12. (7) Drug 1: C1=NC2=C(N=C(N=C2N1C3C(C(C(O3)CO)O)F)Cl)N. Drug 2: CC(C)NC(=O)C1=CC=C(C=C1)CNNC.Cl. Cell line: MDA-MB-231. Synergy scores: CSS=19.6, Synergy_ZIP=-5.45, Synergy_Bliss=1.65, Synergy_Loewe=-7.24, Synergy_HSA=0.617. (8) Drug 1: CC12CCC3C(C1CCC2O)C(CC4=C3C=CC(=C4)O)CCCCCCCCCS(=O)CCCC(C(F)(F)F)(F)F. Drug 2: C1C(C(OC1N2C=NC(=NC2=O)N)CO)O. Cell line: MDA-MB-231. Synergy scores: CSS=6.94, Synergy_ZIP=-3.29, Synergy_Bliss=0.272, Synergy_Loewe=1.20, Synergy_HSA=1.57.